This data is from Forward reaction prediction with 1.9M reactions from USPTO patents (1976-2016). The task is: Predict the product of the given reaction. (1) Given the reactants Cl[CH2:2][C:3]([NH:5][C:6]1[C:7]([NH:14][C:15](=[O:24])[O:16][CH2:17][C:18]2[CH:23]=[CH:22][CH:21]=[CH:20][CH:19]=2)=[N:8][CH:9]=[C:10]([O:12][CH3:13])[CH:11]=1)=[O:4].C(=O)([O-])[O-].[Cs+].[Cs+], predict the reaction product. The product is: [CH3:13][O:12][C:10]1[CH:9]=[N:8][C:7]2[N:14]([C:15]([O:16][CH2:17][C:18]3[CH:23]=[CH:22][CH:21]=[CH:20][CH:19]=3)=[O:24])[CH2:2][C:3](=[O:4])[NH:5][C:6]=2[CH:11]=1. (2) Given the reactants [CH2:1]([NH:3][C:4]([C:6]1[CH:11]=[CH:10][C:9]([N:12]2[C:16](/[CH:17]=[CH:18]/[C:19]3[CH:24]=[CH:23][CH:22]=[CH:21][CH:20]=3)=[C:15]([C:25](O)=[O:26])[N:14]=[N:13]2)=[CH:8][CH:7]=1)=[O:5])[CH3:2].C1C=C[C:31]2N(O)N=[N:34][C:32]=2[CH:33]=1.C1(N)CC1.CCN=C=NCCCN(C)C, predict the reaction product. The product is: [CH:32]1([NH:34][C:25]([C:15]2[N:14]=[N:13][N:12]([C:9]3[CH:10]=[CH:11][C:6]([C:4]([NH:3][CH2:1][CH3:2])=[O:5])=[CH:7][CH:8]=3)[C:16]=2/[CH:17]=[CH:18]/[C:19]2[CH:20]=[CH:21][CH:22]=[CH:23][CH:24]=2)=[O:26])[CH2:33][CH2:31]1.